Dataset: Full USPTO retrosynthesis dataset with 1.9M reactions from patents (1976-2016). Task: Predict the reactants needed to synthesize the given product. Given the product [CH3:6][C@H:7]1[CH2:16][C@@H:15]([N:17]([C:22]2[CH:27]=[CH:26][CH:25]=[CH:24][CH:23]=2)[C:18](=[O:21])[CH2:19][CH3:20])[C:14]2[C:9](=[CH:10][CH:11]=[CH:12][CH:13]=2)[N:8]1[C:28]([C:30]1[O:31][C:32]([C:35]2[CH:36]=[CH:37][C:38]([N+:41]([O-:43])=[O:42])=[CH:39][CH:40]=2)=[CH:33][CH:34]=1)=[O:29], predict the reactants needed to synthesize it. The reactants are: C(N)(=O)CC.[CH3:6][C@H:7]1[CH2:16][C@@H:15]([N:17]([C:22]2[CH:27]=[CH:26][CH:25]=[CH:24][CH:23]=2)[C:18](=[O:21])[CH2:19][CH3:20])[C:14]2[C:9](=[CH:10][CH:11]=[CH:12][CH:13]=2)[N:8]1[C:28]([C:30]1[O:31][C:32]([C:35]2[CH:40]=[CH:39][C:38]([N+:41]([O-:43])=[O:42])=[CH:37][CH:36]=2)=[CH:33][CH:34]=1)=[O:29].O1C=CC=C1C(Cl)=O.C(Cl)(=O)CC.C(Cl)(=O)C.